This data is from Full USPTO retrosynthesis dataset with 1.9M reactions from patents (1976-2016). The task is: Predict the reactants needed to synthesize the given product. Given the product [OH:22][C:21]1[C:20]2[C:15](=[N:16][CH:17]=[CH:18][CH:19]=2)[N:14]([CH2:23][CH2:24][CH:25]([CH3:27])[CH3:26])[C:13](=[O:28])[C:12]=1[C:7]1[NH:6][C:5]2[CH:29]=[CH:30][C:2]([NH:1][S:36]([C:32]3[S:31][CH:35]=[CH:34][CH:33]=3)(=[O:38])=[O:37])=[CH:3][C:4]=2[S:9](=[O:11])(=[O:10])[N:8]=1, predict the reactants needed to synthesize it. The reactants are: [NH2:1][C:2]1[CH:30]=[CH:29][C:5]2[NH:6][C:7]([C:12]3[C:13](=[O:28])[N:14]([CH2:23][CH2:24][CH:25]([CH3:27])[CH3:26])[C:15]4[C:20]([C:21]=3[OH:22])=[CH:19][CH:18]=[CH:17][N:16]=4)=[N:8][S:9](=[O:11])(=[O:10])[C:4]=2[CH:3]=1.[S:31]1[CH:35]=[CH:34][CH:33]=[C:32]1[S:36](Cl)(=[O:38])=[O:37].